Dataset: Reaction yield outcomes from USPTO patents with 853,638 reactions. Task: Predict the reaction yield, written as a fraction of the theoretical maximum amount of product (1.0 means a 100% yield; for example, 0.34 means a 34% yield). (1) The reactants are [CH3:1][N:2]1[C:10]2[C:5](=[CH:6][CH:7]=[CH:8][C:9]=2[CH2:11][C:12]([NH2:14])=[O:13])[CH:4]=[CH:3]1.[CH3:15][C:16]1[CH:17]=[C:18]2[C:22](=[CH:23][CH:24]=1)[NH:21][CH:20]=[C:19]2[C:25](=O)[C:26](OC)=[O:27].CC(C)([O-])C.[K+].C1COCC1. The catalyst is CN(C=O)C. The product is [CH3:15][C:16]1[CH:17]=[C:18]2[C:22](=[CH:23][CH:24]=1)[NH:21][CH:20]=[C:19]2[C:25]1[C:26](=[O:27])[NH:14][C:12](=[O:13])[C:11]=1[C:9]1[CH:8]=[CH:7][CH:6]=[C:5]2[C:10]=1[N:2]([CH3:1])[CH:3]=[CH:4]2. The yield is 0.650. (2) The reactants are [C:1]([C:3]1[C:4]([N:15]2[CH2:20][CH2:19][CH2:18][CH:17]([CH2:21][C:22](O)=[O:23])[CH2:16]2)=[N:5][C:6]([CH3:14])=[C:7]([C:9]([O:11][CH2:12][CH3:13])=[O:10])[CH:8]=1)#[N:2].CCN=C=NCCCN(C)C.C1C=CC2N(O)N=NC=2C=1.[C:46]1([S:52]([NH2:55])(=[O:54])=[O:53])[CH:51]=[CH:50][CH:49]=[CH:48][CH:47]=1.CCN(C(C)C)C(C)C. The catalyst is C(Cl)Cl. The product is [C:1]([C:3]1[C:4]([N:15]2[CH2:20][CH2:19][CH2:18][CH:17]([CH2:21][C:22](=[O:23])[NH:55][S:52]([C:46]3[CH:51]=[CH:50][CH:49]=[CH:48][CH:47]=3)(=[O:54])=[O:53])[CH2:16]2)=[N:5][C:6]([CH3:14])=[C:7]([CH:8]=1)[C:9]([O:11][CH2:12][CH3:13])=[O:10])#[N:2]. The yield is 0.200.